Dataset: Full USPTO retrosynthesis dataset with 1.9M reactions from patents (1976-2016). Task: Predict the reactants needed to synthesize the given product. (1) Given the product [NH:5]([C:19]1[N:20]=[N:21][C:22]([C:25]2[CH:26]=[N:27][N:28]([CH3:30])[CH:29]=2)=[CH:23][N:24]=1)[NH2:6], predict the reactants needed to synthesize it. The reactants are: CS(C1[N:5]=[N:6]C(C2C=CC=CC=2)=CN=1)=O.CS([C:19]1[N:20]=[N:21][C:22]([C:25]2[CH:26]=[N:27][N:28]([CH3:30])[CH:29]=2)=[CH:23][N:24]=1)=O. (2) Given the product [OH:4][CH:1]([C:5]1[CH:6]=[CH:7][C:8]([N:11]2[CH:15]=[CH:14][C:13]([C:16]3[CH:17]=[CH:18][C:19]([C:20]#[N:21])=[CH:22][CH:23]=3)=[N:12]2)=[CH:9][CH:10]=1)[CH2:2][CH3:3], predict the reactants needed to synthesize it. The reactants are: [C:1]([C:5]1[CH:10]=[CH:9][C:8]([N:11]2[CH:15]=[CH:14][C:13]([C:16]3[CH:23]=[CH:22][C:19]([C:20]#[N:21])=[CH:18][CH:17]=3)=[N:12]2)=[CH:7][CH:6]=1)(=[O:4])[CH2:2][CH3:3].N1C=CC(C2C=CC(C#N)=CC=2)=N1.BrC1C=CC(C(=O)CC)=CC=1.C([O-])([O-])=O.[Cs+].[Cs+]. (3) Given the product [CH3:23][NH:24][C:25]1[CH:30]=[C:29]([C:2]2[CH:3]=[CH:4][C:5]3[N:11]4[CH2:12][C@H:8]([CH2:9][CH2:10]4)[N:7]([C:13]([NH:15][C:16]4[CH:21]=[N:20][CH:19]=[CH:18][N:17]=4)=[O:14])[C:6]=3[N:22]=2)[CH:28]=[CH:27][N:26]=1, predict the reactants needed to synthesize it. The reactants are: Cl[C:2]1[CH:3]=[CH:4][C:5]2[N:11]3[CH2:12][C@H:8]([CH2:9][CH2:10]3)[N:7]([C:13]([NH:15][C:16]3[CH:21]=[N:20][CH:19]=[CH:18][N:17]=3)=[O:14])[C:6]=2[N:22]=1.[CH3:23][NH:24][C:25]1[CH:30]=[C:29](B2OC(C)(C)C(C)(C)O2)[CH:28]=[CH:27][N:26]=1.[O-]P([O-])([O-])=O.[K+].[K+].[K+].C1(P(C2CCCCC2)C2C=CC=CC=2C2C(C(C)C)=CC(C(C)C)=CC=2C(C)C)CCCCC1. (4) Given the product [CH2:22]([N:24]([CH2:27][C:28]1[N:33]=[C:32]2[CH2:34][O:35][C:36](=[C:5]3[C:4]4[C:8](=[CH:9][CH:10]=[C:2]([F:1])[CH:3]=4)[NH:7][C:6]3=[O:11])[C:31]2=[CH:30][CH:29]=1)[CH2:25][CH3:26])[CH3:23], predict the reactants needed to synthesize it. The reactants are: [F:1][C:2]1[CH:3]=[C:4]2[C:8](=[CH:9][CH:10]=1)[NH:7][C:6](=[O:11])[CH2:5]2.C[Si]([N-][Si](C)(C)C)(C)C.[Li+].[CH2:22]([N:24]([CH2:27][C:28]1[N:33]=[C:32]2[CH2:34][O:35][C:36](=O)[C:31]2=[CH:30][CH:29]=1)[CH2:25][CH3:26])[CH3:23].Cl. (5) Given the product [OH:9][CH2:8][CH2:1][C:2]1[CH:7]=[CH:6][N:5]=[CH:4][N:3]=1, predict the reactants needed to synthesize it. The reactants are: [CH3:1][C:2]1[CH:7]=[CH:6][N:5]=[CH:4][N:3]=1.[CH2:8]=[O:9]. (6) Given the product [CH2:41]([O:40][CH2:39][CH2:38][CH2:37][O:24][C:23](=[O:25])[C@@H:22]([NH:21][C:19]([C:15]1[C:16]([CH3:18])=[N:17][C:12]([NH:11][CH2:10][CH2:9][CH2:8][C:4]2[CH:5]=[CH:6][CH:7]=[C:2]([OH:1])[CH:3]=2)=[N:13][C:14]=1[CH3:35])=[O:20])[CH2:26][NH:27][C:28]([C:30]1[S:31][CH:32]=[CH:33][CH:34]=1)=[O:29])[CH3:42], predict the reactants needed to synthesize it. The reactants are: [OH:1][C:2]1[CH:3]=[C:4]([CH2:8][CH2:9][CH2:10][NH:11][C:12]2[N:17]=[C:16]([CH3:18])[C:15]([C:19]([NH:21][C@@H:22]([CH2:26][NH:27][C:28]([C:30]3[S:31][CH:32]=[CH:33][CH:34]=3)=[O:29])[C:23]([OH:25])=[O:24])=[O:20])=[C:14]([CH3:35])[N:13]=2)[CH:5]=[CH:6][CH:7]=1.Br[CH2:37][CH2:38][CH2:39][O:40][CH2:41][CH3:42].[I-].[Na+].C(N(CC)CC)C. (7) Given the product [Br:8][C:5]1[N:4]=[C:3]2[C:2](=[N:7][CH:6]=1)[N:1]=[CH:12][NH:11][C:9]2=[O:10], predict the reactants needed to synthesize it. The reactants are: [NH2:1][C:2]1[C:3]([C:9]([NH2:11])=[O:10])=[N:4][C:5]([Br:8])=[CH:6][N:7]=1.[CH3:12]C(OC(C)=O)=O. (8) Given the product [CH3:1][O:2][C:3]1[CH:8]=[CH:7][C:6]([C:9]2[CH:14]=[CH:13][C:12]([O:15][CH2:16][C:17]3[CH:18]=[C:19]([C:23]([NH:47][S:44]([C:38]4[CH:43]=[CH:42][CH:41]=[CH:40][CH:39]=4)(=[O:46])=[O:45])=[O:24])[O:20][C:21]=3[CH3:22])=[CH:11][CH:10]=2)=[CH:5][CH:4]=1, predict the reactants needed to synthesize it. The reactants are: [CH3:1][O:2][C:3]1[CH:8]=[CH:7][C:6]([C:9]2[CH:14]=[CH:13][C:12]([O:15][CH2:16][C:17]3[CH:18]=[C:19]([C:23](O)=[O:24])[O:20][C:21]=3[CH3:22])=[CH:11][CH:10]=2)=[CH:5][CH:4]=1.Cl.CN(C)CCCN=C=NCC.[C:38]1([S:44]([NH2:47])(=[O:46])=[O:45])[CH:43]=[CH:42][CH:41]=[CH:40][CH:39]=1. (9) Given the product [C:17]([N:5]1[CH:6]([C:14]([OH:16])=[O:15])[CH2:7][C:8]2[C:13](=[CH:12][CH:11]=[CH:10][CH:9]=2)[CH2:4]1)(=[O:19])[CH3:18], predict the reactants needed to synthesize it. The reactants are: [OH-].[Na+].Cl.[CH2:4]1[C:13]2[C:8](=[CH:9][CH:10]=[CH:11][CH:12]=2)[CH2:7][CH:6]([C:14]([OH:16])=[O:15])[NH:5]1.[C:17](Cl)(=[O:19])[CH3:18].